This data is from Forward reaction prediction with 1.9M reactions from USPTO patents (1976-2016). The task is: Predict the product of the given reaction. The product is: [CH:1]1([CH2:4][CH2:5][O:6][C:17]2[N:22]=[N:21][C:20]([N:23]3[CH2:24][CH2:25][N:26]([C:29]([C:31]4[CH:36]=[CH:35][CH:34]=[CH:33][C:32]=4[C:37]([F:38])([F:40])[F:39])=[O:30])[CH2:27][CH2:28]3)=[CH:19][CH:18]=2)[CH2:3][CH2:2]1. Given the reactants [CH:1]1([CH2:4][CH2:5][OH:6])[CH2:3][CH2:2]1.C1(CCO)C=CC=CC=1.Cl[C:17]1[N:22]=[N:21][C:20]([N:23]2[CH2:28][CH2:27][N:26]([C:29]([C:31]3[CH:36]=[CH:35][CH:34]=[CH:33][C:32]=3[C:37]([F:40])([F:39])[F:38])=[O:30])[CH2:25][CH2:24]2)=[CH:19][CH:18]=1, predict the reaction product.